Dataset: Reaction yield outcomes from USPTO patents with 853,638 reactions. Task: Predict the reaction yield, written as a fraction of the theoretical maximum amount of product (1.0 means a 100% yield; for example, 0.34 means a 34% yield). (1) The yield is 0.0600. The catalyst is O1CCOCC1.O.C1C=CC([P]([Pd]([P](C2C=CC=CC=2)(C2C=CC=CC=2)C2C=CC=CC=2)([P](C2C=CC=CC=2)(C2C=CC=CC=2)C2C=CC=CC=2)[P](C2C=CC=CC=2)(C2C=CC=CC=2)C2C=CC=CC=2)(C2C=CC=CC=2)C2C=CC=CC=2)=CC=1. The reactants are Br[C:2]1[CH:32]=[CH:31][C:5]2[N:6]=[C:7]([NH:9][C:10]3[CH:15]=[C:14]([CH2:16][N:17]4[CH2:22][CH2:21][CH2:20][CH2:19][CH2:18]4)[N:13]=[C:12]([NH:23][C@H:24]4[CH2:29][CH2:28][C@H:27]([OH:30])[CH2:26][CH2:25]4)[N:11]=3)[S:8][C:4]=2[CH:3]=1.CC1(C)C(C)(C)OB([C:41]2[CH:42]=[N:43][N:44](C(OC(C)(C)C)=O)[CH:45]=2)O1.C(=O)([O-])[O-].[Cs+].[Cs+].C(OCC)(=O)C. The product is [N:17]1([CH2:16][C:14]2[CH:15]=[C:10]([NH:9][C:7]3[S:8][C:4]4[CH:3]=[C:2]([C:41]5[CH:42]=[N:43][NH:44][CH:45]=5)[CH:32]=[CH:31][C:5]=4[N:6]=3)[N:11]=[C:12]([NH:23][C@H:24]3[CH2:29][CH2:28][C@H:27]([OH:30])[CH2:26][CH2:25]3)[N:13]=2)[CH2:22][CH2:21][CH2:20][CH2:19][CH2:18]1. (2) The reactants are [C:1]([N:5]1[CH2:22][CH:21]([CH2:23][OH:24])[O:20][C:7]2([CH2:12][CH2:11][N:10]([C:13]([O:15][C:16]([CH3:19])([CH3:18])[CH3:17])=[O:14])[CH2:9][CH2:8]2)[CH2:6]1)([CH3:4])([CH3:3])[CH3:2].[H-].[Na+].[CH3:27]I. The catalyst is CN(C)C=O. The product is [C:1]([N:5]1[CH2:22][CH:21]([CH2:23][O:24][CH3:27])[O:20][C:7]2([CH2:12][CH2:11][N:10]([C:13]([O:15][C:16]([CH3:17])([CH3:18])[CH3:19])=[O:14])[CH2:9][CH2:8]2)[CH2:6]1)([CH3:2])([CH3:3])[CH3:4]. The yield is 0.980. (3) The reactants are [Cl:1][C:2]1[C:10]2[N:9]=[C:8]3[N:11]([C:15]4[CH:20]=[CH:19][C:18]([C:21]([OH:24])([CH3:23])[CH3:22])=[CH:17][C:16]=4[Cl:25])[CH2:12][CH2:13][CH2:14][N:7]3[C:6]=2[C:5]([CH:26]([OH:29])[CH2:27][CH3:28])=[CH:4][CH:3]=1.[C:30](OC(=O)C)(=[O:32])[CH3:31]. The catalyst is N1C=CC=CC=1. The product is [C:30]([O:29][CH:26]([C:5]1[C:6]2[N:7]3[CH2:14][CH2:13][CH2:12][N:11]([C:15]4[CH:20]=[CH:19][C:18]([C:21]([OH:24])([CH3:23])[CH3:22])=[CH:17][C:16]=4[Cl:25])[C:8]3=[N:9][C:10]=2[C:2]([Cl:1])=[CH:3][CH:4]=1)[CH2:27][CH3:28])(=[O:32])[CH3:31]. The yield is 0.550. (4) The reactants are [C:1]([O:9][CH2:10][C:11]1([CH2:17]O)[O:16][CH2:15][CH2:14][CH2:13][O:12]1)(=[O:8])[C:2]1[CH:7]=[CH:6][CH:5]=[CH:4][CH:3]=1.[F:19]C(F)(C(F)(F)F)C(F)(F)C(F)(F)S(Cl)(=O)=O. The catalyst is C1(C)C=CC=CC=1. The product is [C:1]([O:9][CH2:10][C:11]1([CH2:17][F:19])[O:16][CH2:15][CH2:14][CH2:13][O:12]1)(=[O:8])[C:2]1[CH:7]=[CH:6][CH:5]=[CH:4][CH:3]=1. The yield is 0.464. (5) The reactants are [CH3:1][O:2][C:3]1[CH:8]=[CH:7][C:6]([C:9]([C:11]2[CH:16]=[CH:15][C:14]([O:17][CH3:18])=[CH:13][CH:12]=2)=O)=[CH:5][CH:4]=1.[OH:19][C:20]1[CH:25]=[CH:24][C:23]([C:26](=O)[CH2:27][CH3:28])=[CH:22][CH:21]=1. No catalyst specified. The product is [CH2:27]([C:26]([C:23]1[CH:24]=[CH:25][C:20]([OH:19])=[CH:21][CH:22]=1)=[C:9]([C:11]1[CH:16]=[CH:15][C:14]([O:17][CH3:18])=[CH:13][CH:12]=1)[C:6]1[CH:7]=[CH:8][C:3]([O:2][CH3:1])=[CH:4][CH:5]=1)[CH3:28]. The yield is 0.500. (6) The reactants are [OH-].[Na+].Cl.Cl.[NH2:5][CH2:6][CH2:7][O:8][CH2:9][CH2:10][NH2:11].[CH3:12][C:13]([O:16][C:17](O[C:17]([O:16][C:13]([CH3:15])([CH3:14])[CH3:12])=[O:18])=[O:18])([CH3:15])[CH3:14]. The catalyst is CO.C1COCC1. The product is [NH2:5][CH2:6][CH2:7][O:8][CH2:9][CH2:10][NH:11][C:17](=[O:18])[O:16][C:13]([CH3:15])([CH3:14])[CH3:12]. The yield is 0.740. (7) The reactants are [F:1][CH:2]([F:23])[O:3][C:4]1[CH:9]=[CH:8][C:7]([C:10]2[CH:18]=[CH:17][CH:16]=[C:15]3[C:11]=2[CH2:12][CH2:13][C:14]3=[O:19])=[C:6]([OH:20])[C:5]=1[O:21][CH3:22].C(=O)([O-])[O-].[K+].[K+].Br[CH2:31][C:32]1[CH:37]=[CH:36][C:35]([S:38]([NH2:41])(=[O:40])=[O:39])=[CH:34][CH:33]=1. The catalyst is C(#N)C. The product is [F:1][CH:2]([F:23])[O:3][C:4]1[C:5]([O:21][CH3:22])=[C:6]([C:7]([C:10]2[CH:18]=[CH:17][CH:16]=[C:15]3[C:11]=2[CH2:12][CH2:13][C:14]3=[O:19])=[CH:8][CH:9]=1)[O:20][CH2:31][C:32]1[CH:33]=[CH:34][C:35]([S:38]([NH2:41])(=[O:40])=[O:39])=[CH:36][CH:37]=1. The yield is 0.330. (8) The reactants are C[Si]([N-][Si](C)(C)C)(C)C.[Li+].[C:11]([O:14][C:15]([CH3:18])([CH3:17])[CH3:16])(=[O:13])[CH3:12].[OH:19][C:20]1[CH:29]=[CH:28][C:27]([O:30][CH3:31])=[CH:26][C:21]=1[C:22](OC)=[O:23]. The catalyst is O1CCCC1. The product is [OH:19][C:20]1[CH:29]=[CH:28][C:27]([O:30][CH3:31])=[CH:26][C:21]=1[C:22](=[O:23])[CH2:12][C:11]([O:14][C:15]([CH3:18])([CH3:17])[CH3:16])=[O:13]. The yield is 0.820. (9) The reactants are [Br:1][C:2]1[CH:7]=[CH:6][C:5]([C@@H:8](Cl)[CH2:9][N:10]2[CH2:15][CH2:14][O:13][CH2:12][CH2:11]2)=[CH:4][CH:3]=1.[CH3:17][NH2:18]. The catalyst is CCO. The product is [Br:1][C:2]1[CH:7]=[CH:6][C:5]([C@@H:8]([NH:18][CH3:17])[CH2:9][N:10]2[CH2:15][CH2:14][O:13][CH2:12][CH2:11]2)=[CH:4][CH:3]=1. The yield is 0.930.